Predict which catalyst facilitates the given reaction. From a dataset of Catalyst prediction with 721,799 reactions and 888 catalyst types from USPTO. (1) Reactant: [CH3:1][C:2]1[N:7]=[C:6]([OH:8])[CH:5]=[C:4]([CH3:9])[N:3]=1.[OH-].[Na+].[I:12]I. Product: [I:12][C:5]1[C:6]([OH:8])=[N:7][C:2]([CH3:1])=[N:3][C:4]=1[CH3:9]. The catalyst class is: 15. (2) Product: [CH3:1][C:2]([CH3:18])([OH:17])[CH2:3][N:4]1[C:16]2[C:15]3[C:14](=[CH:13][CH:12]=[CH:11][CH:10]=3)[N:19]3[N:20]=[N:21][N:9]=[C:8]3[C:7]=2[N:6]=[CH:5]1. Reactant: [CH3:1][C:2]([CH3:18])([OH:17])[CH2:3][N:4]1[C:16]2[C:15]3[CH:14]=[CH:13][CH:12]=[CH:11][C:10]=3[N:9]=[CH:8][C:7]=2[N:6]=[CH:5]1.[NH2:19][NH2:20].[N:21]([O-])=O.[Na+]. The catalyst class is: 211.